Dataset: Reaction yield outcomes from USPTO patents with 853,638 reactions. Task: Predict the reaction yield, written as a fraction of the theoretical maximum amount of product (1.0 means a 100% yield; for example, 0.34 means a 34% yield). (1) The reactants are Cl[C:2]1[C:11]([Cl:12])=[N:10][C:9]2[C:4](=[CH:5][CH:6]=[C:7]([N+:13]([O-:15])=[O:14])[CH:8]=2)[N:3]=1.[F:16][C:17]([F:27])([F:26])[CH:18]([C:20]1[CH:21]=[N:22][CH:23]=[CH:24][CH:25]=1)[OH:19].[H-].[Na+].[Cl-].[NH4+]. The catalyst is C1COCC1. The product is [Cl:12][C:11]1[C:2]([O:19][CH:18]([C:20]2[CH:21]=[N:22][CH:23]=[CH:24][CH:25]=2)[C:17]([F:16])([F:26])[F:27])=[N:3][C:4]2[C:9]([N:10]=1)=[CH:8][C:7]([N+:13]([O-:15])=[O:14])=[CH:6][CH:5]=2. The yield is 0.630. (2) The reactants are O[Li].O.C[O:5][C:6](=[O:21])[C:7]1[CH:12]=[C:11]([C:13]2[CH:18]=[CH:17][C:16]([CH3:19])=[CH:15][N:14]=2)[CH:10]=[C:9]([I:20])[CH:8]=1. The catalyst is O.C1COCC1. The product is [I:20][C:9]1[CH:8]=[C:7]([CH:12]=[C:11]([C:13]2[CH:18]=[CH:17][C:16]([CH3:19])=[CH:15][N:14]=2)[CH:10]=1)[C:6]([OH:21])=[O:5]. The yield is 0.950. (3) The reactants are C([O-])=O.[K+].C(O)=O.O.[CH3:9][O:10][C:11]1[CH:12]=[C:13]2[C:18](=[CH:19][C:20]=1[O:21][CH3:22])[N:17]=[CH:16][CH:15]=[C:14]2[O:23][C:24]1[CH:29]=[CH:28][C:27]([N+:30]([O-])=O)=[CH:26][CH:25]=1. The catalyst is [Pd].O1CCCC1. The product is [CH3:9][O:10][C:11]1[CH:12]=[C:13]2[C:18](=[CH:19][C:20]=1[O:21][CH3:22])[N:17]=[CH:16][CH:15]=[C:14]2[O:23][C:24]1[CH:25]=[CH:26][C:27]([NH2:30])=[CH:28][CH:29]=1. The yield is 0.970. (4) The reactants are [CH3:1][C:2]1[N:14]2[C:5]([C:6]3[O:7][CH2:8][CH2:9][N:10]([C:15]([O:17][C:18]([CH3:21])([CH3:20])[CH3:19])=[O:16])[C:11]=3[CH:12]=[CH:13]2)=[N:4][C:3]=1[C:22](OCC)=[O:23].[H-].[H-].[H-].[H-].[Li+].[Al+3].O.O.O.O.O.O.O.O.O.O.S([O-])([O-])(=O)=O.[Na+].[Na+]. The catalyst is C1COCC1. The product is [OH:23][CH2:22][C:3]1[N:4]=[C:5]2[N:14]([C:2]=1[CH3:1])[CH:13]=[CH:12][C:11]1[N:10]([C:15]([O:17][C:18]([CH3:21])([CH3:20])[CH3:19])=[O:16])[CH2:9][CH2:8][O:7][C:6]2=1. The yield is 0.940. (5) The reactants are [CH:1](=[O:10])[C:2]1[CH:9]=[CH:8][CH:7]=[C:4]([CH:5]=[O:6])[CH:3]=1.[BH4-].[Na+]. The catalyst is CCO. The product is [OH:10][CH2:1][C:2]1[CH:3]=[C:4]([CH:7]=[CH:8][CH:9]=1)[CH:5]=[O:6]. The yield is 0.640. (6) The reactants are [O:1]=[C:2]1[C:10]2[C:5](=[CH:6][CH:7]=[CH:8][CH:9]=2)[C:4](=[O:11])[N:3]1[CH2:12][C@@H:13]([NH:33][C:34](=[O:40])OC(C)(C)C)[CH2:14][C:15]1[CH:20]=[CH:19][C:18]([C:21]2[N:22]=[C:23]3[C:28]([CH:29]([OH:31])[CH3:30])=[CH:27][CH:26]=[CH:25][N:24]3[CH:32]=2)=[CH:17][CH:16]=1.Cl.O1CCOCC1.C(N(CC)C(C)C)(C)C.[Cl:57][C:58]1[CH:59]=[C:60]([CH:75]=[CH:76][C:77]=1[O:78][CH:79]([CH3:81])[CH3:80])C(OC1C(F)=C(F)C(F)=C(F)C=1F)=O. The catalyst is O. The product is [Cl:57][C:58]1[CH:59]=[C:60]([CH:75]=[CH:76][C:77]=1[O:78][CH:79]([CH3:81])[CH3:80])[C:34]([NH:33][C@@H:13]([CH2:14][C:15]1[CH:20]=[CH:19][C:18]([C:21]2[N:22]=[C:23]3[C:28]([CH:29]([OH:31])[CH3:30])=[CH:27][CH:26]=[CH:25][N:24]3[CH:32]=2)=[CH:17][CH:16]=1)[CH2:12][N:3]1[C:2](=[O:1])[C:10]2[C:5](=[CH:6][CH:7]=[CH:8][CH:9]=2)[C:4]1=[O:11])=[O:40]. The yield is 1.00.